From a dataset of Full USPTO retrosynthesis dataset with 1.9M reactions from patents (1976-2016). Predict the reactants needed to synthesize the given product. (1) Given the product [F:18][C:19]1[CH:26]=[CH:25][C:22]([CH2:23][NH:24][C:3]([C:5]2[N:6]=[C:7]3[CH:16]=[CH:15][C:14]([Br:17])=[CH:13][N:8]3[C:9](=[O:12])[C:10]=2[OH:11])=[O:4])=[CH:21][CH:20]=1, predict the reactants needed to synthesize it. The reactants are: CO[C:3]([C:5]1[N:6]=[C:7]2[CH:16]=[CH:15][C:14]([Br:17])=[CH:13][N:8]2[C:9](=[O:12])[C:10]=1[OH:11])=[O:4].[F:18][C:19]1[CH:26]=[CH:25][C:22]([CH2:23][NH2:24])=[CH:21][CH:20]=1. (2) Given the product [CH3:1][O:2][C:3]1[CH:8]=[C:7]([NH2:9])[CH:6]=[CH:5][C:4]=1[N:12]1[CH:16]=[C:15]([CH3:17])[N:14]=[CH:13]1, predict the reactants needed to synthesize it. The reactants are: [CH3:1][O:2][C:3]1[CH:8]=[C:7]([N+:9]([O-])=O)[CH:6]=[CH:5][C:4]=1[N:12]1[CH:16]=[C:15]([CH3:17])[N:14]=[CH:13]1.[Cl-].[NH4+].O.C(OCC)(=O)C. (3) Given the product [CH3:1][C:2]1[C:3]([NH:8][C:9]2[C:18]3[C:13](=[CH:14][CH:15]=[C:16]([S:27]([CH:32]4[CH2:31][CH2:35][O:34][CH2:33]4)(=[O:29])=[O:26])[CH:17]=3)[N:12]=[CH:11][CH:10]=2)=[N:4][NH:5][C:6]=1[CH3:7], predict the reactants needed to synthesize it. The reactants are: [CH3:1][C:2]1[C:3]([NH:8][C:9]2[C:18]3[C:13](=[CH:14][CH:15]=[C:16](SC4CCOC4)[CH:17]=3)[N:12]=[CH:11][CH:10]=2)=[N:4][NH:5][C:6]=1[CH3:7].O[O:26][S:27]([O-:29])=O.[K+].[CH2:31]1[CH2:35][O:34][CH2:33][CH2:32]1. (4) Given the product [NH2:16][CH2:15][CH:8]([C:4]1[CH:5]=[CH:6][CH:7]=[C:2]([Cl:1])[CH:3]=1)[CH2:9][C:10]([O:12][CH2:13][CH3:14])=[O:11], predict the reactants needed to synthesize it. The reactants are: [Cl:1][C:2]1[CH:3]=[C:4]([CH:8]([CH2:15][N+:16]([O-])=O)[CH2:9][C:10]([O:12][CH2:13][CH3:14])=[O:11])[CH:5]=[CH:6][CH:7]=1. (5) Given the product [Cl:30][C:24]1[CH:25]=[C:26]([Cl:29])[CH:27]=[CH:28][C:23]=1[C:12]1[N:13]([C:16]2[CH:17]=[CH:18][C:19]([O:22][S:40]([CH2:38][CH3:39])(=[O:42])=[O:41])=[CH:20][CH:21]=2)[C:14]([CH3:15])=[C:10]([C:8](=[O:9])[NH:7][N:1]2[CH2:6][CH2:5][CH2:4][CH2:3][CH2:2]2)[N:11]=1, predict the reactants needed to synthesize it. The reactants are: [N:1]1([NH:7][C:8]([C:10]2[N:11]=[C:12]([C:23]3[CH:28]=[CH:27][C:26]([Cl:29])=[CH:25][C:24]=3[Cl:30])[N:13]([C:16]3[CH:21]=[CH:20][C:19]([OH:22])=[CH:18][CH:17]=3)[C:14]=2[CH3:15])=[O:9])[CH2:6][CH2:5][CH2:4][CH2:3][CH2:2]1.C(N(CC)CC)C.[CH2:38]([S:40](Cl)(=[O:42])=[O:41])[CH3:39].O. (6) Given the product [C:30]([O:29][C:27]([NH:26][C@H:20]1[CH2:21][CH2:22][N:18]([CH:15]2[CH2:16][CH2:17][N:12]([C:10]([O:9][CH2:2][C:3]3[CH:8]=[CH:7][CH:6]=[CH:5][CH:4]=3)=[O:11])[CH2:13][CH2:14]2)[C:19]1=[O:34])=[O:28])([CH3:33])([CH3:32])[CH3:31], predict the reactants needed to synthesize it. The reactants are: [I-].[CH2:2]([O:9][C:10]([N:12]1[CH2:17][CH2:16][CH:15]([NH:18][C:19](=[O:34])[C@@H:20]([NH:26][C:27]([O:29][C:30]([CH3:33])([CH3:32])[CH3:31])=[O:28])[CH2:21][CH2:22][S+](C)C)[CH2:14][CH2:13]1)=[O:11])[C:3]1[CH:8]=[CH:7][CH:6]=[CH:5][CH:4]=1.C[Si]([N-][Si](C)(C)C)(C)C.[Li+].[Cl-].[NH4+]. (7) Given the product [Br:1][C:2]1[S:3][C:4]([C:7]([N:19]([C:18]2[CH:21]=[CH:22][CH:23]=[C:16]([O:15][CH3:14])[CH:17]=2)[CH3:20])=[O:9])=[CH:5][N:6]=1, predict the reactants needed to synthesize it. The reactants are: [Br:1][C:2]1[S:3][C:4]([C:7]([OH:9])=O)=[CH:5][N:6]=1.S(Cl)(Cl)=O.[CH3:14][O:15][C:16]1[CH:17]=[C:18]([CH:21]=[CH:22][CH:23]=1)[NH:19][CH3:20].C(N(CC)CC)C. (8) Given the product [CH2:21]([N:8]1[CH2:9][C:10]2[N:11]=[C:2]([F:1])[CH:3]=[CH:4][C:5]=2[N:6]([C:13]2[CH:18]=[CH:17][CH:16]=[CH:15][CH:14]=2)[C:7]1=[O:12])[C:22]1[CH:27]=[CH:26][CH:25]=[CH:24][CH:23]=1, predict the reactants needed to synthesize it. The reactants are: [F:1][C:2]1[CH:3]=[CH:4][C:5]2[N:6]([C:13]3[CH:18]=[CH:17][CH:16]=[CH:15][CH:14]=3)[C:7](=[O:12])[NH:8][CH2:9][C:10]=2[N:11]=1.[H-].[Na+].[CH2:21](Br)[C:22]1[CH:27]=[CH:26][CH:25]=[CH:24][CH:23]=1.O. (9) Given the product [CH2:62]([O:69][C:70](=[O:78])[NH:71][CH:72]1[CH2:77][CH2:76][N:75]([C:2]2[C:11]3[C:6](=[CH:7][CH:8]=[C:9]([O:12][CH3:13])[N:10]=3)[N:5]=[CH:4][C:3]=2[F:14])[CH2:74][CH2:73]1)[C:63]1[CH:68]=[CH:67][CH:66]=[CH:65][CH:64]=1, predict the reactants needed to synthesize it. The reactants are: Br[C:2]1[C:3]([F:14])=[CH:4][N:5]=[C:6]2[C:11]=1[N:10]=[C:9]([O:12][CH3:13])[CH:8]=[CH:7]2.C1C=CC(P(C2C(OC3C(P(C4C=CC=CC=4)C4C=CC=CC=4)=CC=CC=3)=CC=CC=2)C2C=CC=CC=2)=CC=1.[O-]P([O-])([O-])=O.[K+].[K+].[K+].[CH2:62]([O:69][C:70](=[O:78])[NH:71][CH:72]1[CH2:77][CH2:76][NH:75][CH2:74][CH2:73]1)[C:63]1[CH:68]=[CH:67][CH:66]=[CH:65][CH:64]=1.